Predict which catalyst facilitates the given reaction. From a dataset of Catalyst prediction with 721,799 reactions and 888 catalyst types from USPTO. (1) Reactant: [O:1]=[C:2]1[C:11]2[CH:10]=[CH:9][CH:8]=[C:7]3[NH:12][CH:13]([C:21]4[CH:28]=[CH:27][C:24]([CH:25]=O)=[CH:23][CH:22]=4)[CH:14]([C:15]4[CH:20]=[CH:19][CH:18]=[CH:17][CH:16]=4)[C:5]([C:6]=23)=[N:4][NH:3]1.C(O)(=O)C.[N:33]1(C(OC(C)(C)C)=O)[CH2:38][CH2:37][NH:36][CH2:35][CH2:34]1.[BH-](OC(C)=O)(OC(C)=O)OC(C)=O.[Na+]. Product: [C:15]1([CH:14]2[C:5]3=[N:4][NH:3][C:2](=[O:1])[C:11]4[CH:10]=[CH:9][CH:8]=[C:7]([C:6]=43)[NH:12][CH:13]2[C:21]2[CH:22]=[CH:23][C:24]([CH2:25][N:33]3[CH2:38][CH2:37][NH:36][CH2:35][CH2:34]3)=[CH:27][CH:28]=2)[CH:20]=[CH:19][CH:18]=[CH:17][CH:16]=1. The catalyst class is: 4. (2) Reactant: [CH2:1]([O:3][C:4]([C:6]1[C:14]2[C:9](=[CH:10][CH:11]=[C:12]([O:15][C:16]3[CH:21]=[CH:20][C:19]([C:22]([F:25])([F:24])[F:23])=[CH:18][N:17]=3)[CH:13]=2)[N:8]([C:26]2[CH:31]=[CH:30][C:29]([O:32][CH:33]([CH3:35])[CH3:34])=[CH:28][CH:27]=2)[C:7]=1[CH2:36][C:37]([O:39]CC)=[O:38])=[O:5])[CH3:2].[OH-].[Na+].CCO. Product: [CH2:1]([O:3][C:4]([C:6]1[C:14]2[C:9](=[CH:10][CH:11]=[C:12]([O:15][C:16]3[CH:21]=[CH:20][C:19]([C:22]([F:24])([F:23])[F:25])=[CH:18][N:17]=3)[CH:13]=2)[N:8]([C:26]2[CH:27]=[CH:28][C:29]([O:32][CH:33]([CH3:35])[CH3:34])=[CH:30][CH:31]=2)[C:7]=1[CH2:36][C:37]([OH:39])=[O:38])=[O:5])[CH3:2]. The catalyst class is: 6.